The task is: Predict the reactants needed to synthesize the given product.. This data is from Full USPTO retrosynthesis dataset with 1.9M reactions from patents (1976-2016). (1) Given the product [CH2:1]([N:8]1[CH2:9][CH2:10][O:11][CH:12]([C:14]2[CH:19]=[CH:18][C:17]([OH:21])=[CH:16][CH:15]=2)[CH2:13]1)[C:2]1[CH:7]=[CH:6][CH:5]=[CH:4][CH:3]=1, predict the reactants needed to synthesize it. The reactants are: [CH2:1]([N:8]1[CH2:13][CH:12]([C:14]2[CH:19]=[CH:18][C:17](Br)=[CH:16][CH:15]=2)[O:11][CH2:10][CH2:9]1)[C:2]1[CH:7]=[CH:6][CH:5]=[CH:4][CH:3]=1.[OH-:21].[K+]. (2) Given the product [CH3:32][O:31][C:13]1[CH:14]=[C:15]([N:18]2[CH2:23][CH2:22][CH:21]([N:24]3[CH2:25][CH2:26][N:27]([CH3:30])[CH2:28][CH2:29]3)[CH2:20][CH2:19]2)[CH:16]=[CH:17][C:12]=1[NH:11][C:8]1[N:7]=[CH:6][C:5]2=[CH:4][CH:3]=[C:2]([C:40]3[CH:41]=[CH:42][C:37]([C:35]([NH:34][CH3:33])=[O:36])=[CH:38][CH:39]=3)[N:10]2[N:9]=1, predict the reactants needed to synthesize it. The reactants are: Br[C:2]1[N:10]2[C:5]([CH:6]=[N:7][C:8]([NH:11][C:12]3[CH:17]=[CH:16][C:15]([N:18]4[CH2:23][CH2:22][CH:21]([N:24]5[CH2:29][CH2:28][N:27]([CH3:30])[CH2:26][CH2:25]5)[CH2:20][CH2:19]4)=[CH:14][C:13]=3[O:31][CH3:32])=[N:9]2)=[CH:4][CH:3]=1.[CH3:33][NH:34][C:35]([C:37]1[CH:42]=[CH:41][C:40](B(O)O)=[CH:39][CH:38]=1)=[O:36]. (3) Given the product [C:1]([C:5]1[CH:6]=[C:7]([CH:12]=[C:13]([S:16][CH3:17])[C:14]=1[O:15][CH3:18])[C:8]([O:10][CH3:11])=[O:9])([CH3:4])([CH3:2])[CH3:3], predict the reactants needed to synthesize it. The reactants are: [C:1]([C:5]1[CH:6]=[C:7]([CH:12]=[C:13]([S:16][CH3:17])[C:14]=1[OH:15])[C:8]([O:10][CH3:11])=[O:9])([CH3:4])([CH3:3])[CH3:2].[C:18](=O)([O-])[O-].[K+].[K+].COS(=O)(=O)OC.O. (4) Given the product [F:18][C:15]1[CH:14]=[CH:13][C:12]([C@@H:9]([NH:8][C:1](=[O:7])[CH2:2][CH2:3][CH:4]=[CH2:5])[CH2:10][OH:11])=[CH:17][CH:16]=1, predict the reactants needed to synthesize it. The reactants are: [C:1]([OH:7])(=O)[CH2:2][CH2:3][CH:4]=[CH2:5].[NH2:8][C@H:9]([C:12]1[CH:17]=[CH:16][C:15]([F:18])=[CH:14][CH:13]=1)[CH2:10][OH:11].